This data is from Reaction yield outcomes from USPTO patents with 853,638 reactions. The task is: Predict the reaction yield, written as a fraction of the theoretical maximum amount of product (1.0 means a 100% yield; for example, 0.34 means a 34% yield). (1) The reactants are [CH3:1][S-:2].[Na+].CS(O[CH2:9][C:10]1([C:13]([O:15][CH2:16][CH3:17])=[O:14])[CH2:12][CH2:11]1)(=O)=O. The catalyst is CN(C)C=O.O. The product is [CH3:1][S:2][CH2:9][C:10]1([C:13]([O:15][CH2:16][CH3:17])=[O:14])[CH2:11][CH2:12]1. The yield is 1.00. (2) The reactants are C(O[C:9]([N:11]1[CH2:16][CH2:15][N:14]([C:17](=[O:25])[C@H:18]([OH:24])[CH2:19][C:20]([O:22][CH3:23])=[O:21])[CH2:13][CH2:12]1)=O)C1C=CC=CC=1.ClC1[C:36]2[C:31](=[CH:32][C:33]([CH3:37])=[CH:34][CH:35]=2)[N:30]=[C:29]([C:38]2[CH:43]=[CH:42][CH:41]=[CH:40][C:39]=2[OH:44])[N:28]=1.C(N(CC)CC)C. The catalyst is [Pd].CO. The product is [OH:24][C@@H:18]([C:17]([N:14]1[CH2:13][CH2:12][N:11]([C:9]2[C:36]3[C:31](=[CH:32][C:33]([CH3:37])=[CH:34][CH:35]=3)[N:30]=[C:29]([C:38]3[CH:43]=[CH:42][CH:41]=[CH:40][C:39]=3[OH:44])[N:28]=2)[CH2:16][CH2:15]1)=[O:25])[CH2:19][C:20]([O:22][CH3:23])=[O:21]. The yield is 0.570. (3) The reactants are Cl[C:2]1[CH:7]=[C:6]([C:8]([OH:10])=[O:9])[CH:5]=[CH:4][N:3]=1.O.[NH2:12][NH2:13]. The catalyst is O1CCOCC1. The product is [NH:12]([C:2]1[CH:7]=[C:6]([C:8]([OH:10])=[O:9])[CH:5]=[CH:4][N:3]=1)[NH2:13]. The yield is 0.420.